Task: Predict the product of the given reaction.. Dataset: Forward reaction prediction with 1.9M reactions from USPTO patents (1976-2016) (1) Given the reactants [OH:1][C:2]1[CH:7]=[CH:6][C:5]([C:8]2[CH:13]=[CH:12][CH:11]=[C:10]([CH2:14][C:15]([O:17][CH3:18])=[O:16])[C:9]=2[O:19][CH3:20])=[CH:4][CH:3]=1.Br[CH2:22][C:23]1[C:28]([C:29]([O:31][C:32]([CH3:35])([CH3:34])[CH3:33])=[O:30])=[C:27]([O:36][C:37]([O:39][C:40]([CH3:43])([CH3:42])[CH3:41])=[O:38])[C:26]([C:44]([F:47])([F:46])[F:45])=[CH:25][CH:24]=1, predict the reaction product. The product is: [C:40]([O:39][C:37]([O:36][C:27]1[C:26]([C:44]([F:45])([F:46])[F:47])=[CH:25][CH:24]=[C:23]([CH2:22][O:1][C:2]2[CH:3]=[CH:4][C:5]([C:8]3[CH:13]=[CH:12][CH:11]=[C:10]([CH2:14][C:15]([O:17][CH3:18])=[O:16])[C:9]=3[O:19][CH3:20])=[CH:6][CH:7]=2)[C:28]=1[C:29]([O:31][C:32]([CH3:35])([CH3:34])[CH3:33])=[O:30])=[O:38])([CH3:41])([CH3:42])[CH3:43]. (2) Given the reactants [F:1][C:2]1[CH:12]=[CH:11][C:5]([O:6][CH2:7][C:8]([OH:10])=O)=[CH:4][CH:3]=1.[NH2:13][C:14]1[N:22]=[CH:21][CH:20]=[CH:19][C:15]=1C(N)=O.C1CN([P+](ON2N=[N:47][C:42]3C=CC=CC2=3)(N2CCCC2)N2CCCC2)CC1.F[P-](F)(F)(F)(F)F.C[OH:57], predict the reaction product. The product is: [F:1][C:2]1[CH:3]=[CH:4][C:5]([O:6][CH2:7][C:8]([NH:13][C:14]2[CH:15]=[C:19]([CH:20]=[CH:21][N:22]=2)[C:42]([NH2:47])=[O:57])=[O:10])=[CH:11][CH:12]=1. (3) Given the reactants [Cl:1][C:2]1[C:11]2[C:6](=[CH:7][CH:8]=[C:9]([C:12]([C:14]3[C:15]([CH3:21])=[N:16][C:17]([CH3:20])=[CH:18][CH:19]=3)=[O:13])[CH:10]=2)[N:5]=[C:4]([O:22][CH3:23])[C:3]=1[CH2:24][CH:25]([CH3:27])[CH3:26].[Li]CCCC.CC1N=C(C)C=CC=1C=O, predict the reaction product. The product is: [Cl:1][C:2]1[C:11]2[C:6](=[CH:7][CH:8]=[C:9]([CH:12]([C:14]3[C:15]([CH3:21])=[N:16][C:17]([CH3:20])=[CH:18][CH:19]=3)[OH:13])[CH:10]=2)[N:5]=[C:4]([O:22][CH3:23])[C:3]=1[CH2:24][CH:25]([CH3:27])[CH3:26].